This data is from Reaction yield outcomes from USPTO patents with 853,638 reactions. The task is: Predict the reaction yield, written as a fraction of the theoretical maximum amount of product (1.0 means a 100% yield; for example, 0.34 means a 34% yield). (1) The reactants are [C:1]1(=[O:11])[NH:5][C:4](=[O:6])[C:3]2=[CH:7][CH:8]=[CH:9][CH:10]=[C:2]12.[K].[C:13]1([C:47]2[CH:52]=[CH:51][CH:50]=[CH:49][CH:48]=2)[CH:18]=[CH:17][C:16]([CH2:19][CH2:20][CH:21]([O:37]CC2C=CC(OC)=CC=2)[CH:22]([CH2:30][CH2:31]OS(C)(=O)=O)[C:23]([O:25]C(C)(C)C)=[O:24])=[CH:15][CH:14]=1. The catalyst is CN(C)C=O. The product is [C:13]1([C:47]2[CH:48]=[CH:49][CH:50]=[CH:51][CH:52]=2)[CH:14]=[CH:15][C:16]([CH2:19][CH2:20][CH:21]([OH:37])[CH:22]([CH2:30][CH2:31][N:5]2[C:1](=[O:11])[C:2]3[C:3](=[CH:7][CH:8]=[CH:9][CH:10]=3)[C:4]2=[O:6])[C:23]([OH:25])=[O:24])=[CH:17][CH:18]=1. The yield is 0.270. (2) The reactants are [Cl:1][C:2]1[CH:7]=[C:6]([NH2:8])[N:5]=[C:4]([NH2:9])[CH:3]=1.[H-].[Na+].Br[C:13]1[C:14]2[N:15]([C:20]([C:23]([NH:25][C:26]3[CH:31]=[CH:30][N:29]=[CH:28][C:27]=3[F:32])=[O:24])=[CH:21][N:22]=2)[N:16]=[C:17]([Cl:19])[CH:18]=1.CN(C=O)C. The catalyst is C1COCC1.O. The product is [NH2:8][C:6]1[N:5]=[C:4]([NH:9][C:13]2[C:14]3[N:15]([C:20]([C:23]([NH:25][C:26]4[CH:31]=[CH:30][N:29]=[CH:28][C:27]=4[F:32])=[O:24])=[CH:21][N:22]=3)[N:16]=[C:17]([Cl:19])[CH:18]=2)[CH:3]=[C:2]([Cl:1])[CH:7]=1. The yield is 0.590. (3) The reactants are [Cl:1][C:2]1[CH:3]=[C:4]([S:8]([N:11]2[C:15]([C:16]3[CH:21]=[CH:20][CH:19]=[CH:18][CH:17]=3)=[C:14]([CH3:22])[C:13]([C:23](OC)=[O:24])=[CH:12]2)(=[O:10])=[O:9])[CH:5]=[CH:6][CH:7]=1.C1(C)C=CC=CC=1.[H-].C([Al+]CC(C)C)C(C)C.Cl. The catalyst is O1CCCC1. The product is [Cl:1][C:2]1[CH:3]=[C:4]([S:8]([N:11]2[C:15]([C:16]3[CH:21]=[CH:20][CH:19]=[CH:18][CH:17]=3)=[C:14]([CH3:22])[C:13]([CH:23]=[O:24])=[CH:12]2)(=[O:9])=[O:10])[CH:5]=[CH:6][CH:7]=1. The yield is 0.880. (4) The reactants are [C:1]([C:5]1[N:10]=[C:9]([N:11]2[CH2:16][CH2:15][N:14]([CH2:17][CH2:18][CH2:19][CH2:20][NH2:21])[CH2:13][CH2:12]2)[CH:8]=[C:7]([C:22]([F:25])([F:24])[F:23])[N:6]=1)([CH3:4])([CH3:3])[CH3:2].C1N=CN([C:31](N2C=NC=C2)=[O:32])C=1.[N:38]1([C:44]2[C:53]3[C:48](=[CH:49][CH:50]=[CH:51][CH:52]=3)[N:47]=[CH:46][CH:45]=2)[CH2:43][CH2:42][NH:41][CH2:40][CH2:39]1. The catalyst is C(Cl)(Cl)Cl.CO. The product is [C:1]([C:5]1[N:10]=[C:9]([N:11]2[CH2:16][CH2:15][N:14]([CH2:17][CH2:18][CH2:19][CH2:20][NH:21][C:31]([N:41]3[CH2:42][CH2:43][N:38]([C:44]4[C:53]5[C:48](=[CH:49][CH:50]=[CH:51][CH:52]=5)[N:47]=[CH:46][CH:45]=4)[CH2:39][CH2:40]3)=[O:32])[CH2:13][CH2:12]2)[CH:8]=[C:7]([C:22]([F:24])([F:25])[F:23])[N:6]=1)([CH3:4])([CH3:2])[CH3:3]. The yield is 0.350. (5) The reactants are [S:1]1[CH:5]=[CH:4][CH:3]=[C:2]1B(O)O.Cl[C:10]1[CH:15]=[CH:14][C:13]([C:16]([F:19])([F:18])[F:17])=[CH:12][N:11]=1.C(=O)([O-])[O-].[K+].[K+].O. The product is [S:1]1[CH:5]=[CH:4][CH:3]=[C:2]1[C:10]1[CH:15]=[CH:14][C:13]([C:16]([F:19])([F:18])[F:17])=[CH:12][N:11]=1. The catalyst is C(COC)OC. The yield is 0.730. (6) The reactants are [O:1]=[C:2]1[C:11]2[CH:10]=[CH:9][CH:8]=[CH:7][C:6]=2[NH:5][C:4]2=[C:12]([CH:15]=O)[CH:13]=[N:14][N:3]12.Cl.[NH2:18][OH:19]. The product is [O:1]=[C:2]1[C:11]2[CH:10]=[CH:9][CH:8]=[CH:7][C:6]=2[NH:5][C:4]2=[C:12]([CH:15]=[N:18][OH:19])[CH:13]=[N:14][N:3]12. The yield is 0.820. The catalyst is CCO. (7) The reactants are [C:1]1([C@@H:7]([NH2:10])[CH2:8][CH3:9])[CH:6]=[CH:5][CH:4]=[CH:3][CH:2]=1.[C:11]([O-])(O)=[O:12].[Na+].ClC(Cl)(OC(=O)OC(Cl)(Cl)Cl)Cl. The catalyst is C(Cl)Cl. The product is [N:10]([C@H:7]([C:1]1[CH:6]=[CH:5][CH:4]=[CH:3][CH:2]=1)[CH2:8][CH3:9])=[C:11]=[O:12]. The yield is 0.880.